Dataset: Full USPTO retrosynthesis dataset with 1.9M reactions from patents (1976-2016). Task: Predict the reactants needed to synthesize the given product. (1) Given the product [CH3:29][O:28][C:25]1[CH:26]=[C:27]2[C:22](=[CH:23][C:24]=1[O:30][CH3:31])[N:21]=[CH:20][CH:19]=[C:18]2[O:8][C:7]1[CH:6]=[CH:5][C:4]([N:9]2[CH:14]=[CH:13][C:12]([CH3:15])=[CH:11][C:10]2=[O:16])=[CH:3][C:2]=1[F:1], predict the reactants needed to synthesize it. The reactants are: [F:1][C:2]1[CH:3]=[C:4]([N:9]2[CH:14]=[CH:13][C:12]([CH3:15])=[CH:11][C:10]2=[O:16])[CH:5]=[CH:6][C:7]=1[OH:8].Cl[C:18]1[C:27]2[C:22](=[CH:23][C:24]([O:30][CH3:31])=[C:25]([O:28][CH3:29])[CH:26]=2)[N:21]=[CH:20][CH:19]=1. (2) Given the product [Cl:17][C:18]1[C:19]([O:55][C@H:52]2[CH2:53][CH2:54][C@H:49]([C:48]([F:47])([F:56])[F:57])[CH2:50][CH2:51]2)=[CH:20][C:21]([F:33])=[C:22]([CH:32]=1)[C:23]([NH:25][S:26](=[O:31])(=[O:30])[N:27]([CH3:29])[CH3:28])=[O:24], predict the reactants needed to synthesize it. The reactants are: ClC1C(F)=CC(F)=C(C=1)C(NS(C)(=O)=O)=O.[Cl:17][C:18]1[C:19](F)=[CH:20][C:21]([F:33])=[C:22]([CH:32]=1)[C:23]([NH:25][S:26](=[O:31])(=[O:30])[N:27]([CH3:29])[CH3:28])=[O:24].C12(CO)CC3CC(CC(C3)C1)C2.[F:47][C:48]([F:57])([F:56])[CH:49]1[CH2:54][CH2:53][CH:52]([OH:55])[CH2:51][CH2:50]1. (3) Given the product [NH2:17][C:13]1[N:14]=[CH:15][N:16]=[C:11]([N:7]2[C:6]3[CH:18]=[C:2]([C:20]#[C:19][C:21]4([OH:28])[CH2:26][CH:25]5[CH2:27][CH:22]4[CH2:23][CH2:24]5)[CH:3]=[CH:4][C:5]=3[N:9]=[C:8]2[CH3:10])[N:12]=1, predict the reactants needed to synthesize it. The reactants are: Br[C:2]1[CH:3]=[CH:4][C:5]2[N:9]=[C:8]([CH3:10])[N:7]([C:11]3[N:16]=[CH:15][N:14]=[C:13]([NH2:17])[N:12]=3)[C:6]=2[CH:18]=1.[C:19]([C:21]1([OH:28])[CH2:26][CH:25]2[CH2:27][CH:22]1[CH2:23][CH2:24]2)#[CH:20].C1C=CC(P(C2C=CC=CC=2)CCCP(C2C=CC=CC=2)C2C=CC=CC=2)=CC=1.C(=O)([O-])[O-].[K+].[K+]. (4) Given the product [Cl:17][C:18]1[CH:19]=[C:20]2[C:25](=[C:26]([Cl:28])[CH:27]=1)[CH2:24][N:23]([CH3:29])[CH2:22][CH:21]2[C:30]1[CH:31]=[C:32]([S:36]([N:10]([CH2:11][C:12]([O:14][CH2:15][CH3:16])=[O:13])[CH2:9][P:4]([O:3][CH2:1][CH3:2])([O:6][CH2:7][CH3:8])=[O:5])(=[O:38])=[O:37])[CH:33]=[CH:34][CH:35]=1, predict the reactants needed to synthesize it. The reactants are: [CH2:1]([O:3][P:4]([CH2:9][NH:10][CH2:11][C:12]([O:14][CH2:15][CH3:16])=[O:13])([O:6][CH2:7][CH3:8])=[O:5])[CH3:2].[Cl:17][C:18]1[CH:19]=[C:20]2[C:25](=[C:26]([Cl:28])[CH:27]=1)[CH2:24][N:23]([CH3:29])[CH2:22][CH:21]2[C:30]1[CH:31]=[C:32]([S:36](Cl)(=[O:38])=[O:37])[CH:33]=[CH:34][CH:35]=1. (5) Given the product [CH3:23][O:24][C:25](=[O:41])[CH:26]([NH:30][C:31](=[O:40])[C:32]1[C:33]([Cl:39])=[CH:34][CH:35]=[CH:36][C:37]=1[Cl:38])[CH2:27]/[CH:28]=[CH:29]/[C:43]1[CH:48]=[CH:47][C:46]([N:49]([CH:56]([CH3:58])[CH3:57])[C:50]2[N:51]=[CH:52][CH:53]=[CH:54][N:55]=2)=[CH:45][CH:44]=1, predict the reactants needed to synthesize it. The reactants are: CC1C=CC=CC=1P(C1C=CC=CC=1C)C1C=CC=CC=1C.[CH3:23][O:24][C:25](=[O:41])[CH:26]([NH:30][C:31](=[O:40])[C:32]1[C:37]([Cl:38])=[CH:36][CH:35]=[CH:34][C:33]=1[Cl:39])[CH2:27][CH:28]=[CH2:29].I[C:43]1[CH:48]=[CH:47][C:46]([N:49]([CH:56]([CH3:58])[CH3:57])[C:50]2[N:55]=[CH:54][CH:53]=[CH:52][N:51]=2)=[CH:45][CH:44]=1.C(=O)([O-])[O-].[K+].[K+]. (6) Given the product [CH3:1][O:2][C:3](=[O:39])[N:4]([CH2:27][C:28]1[CH:33]=[C:32]([C:34]([F:37])([F:36])[F:35])[CH:31]=[C:30]([C:40]#[N:41])[CH:29]=1)[CH2:5][C:6]1[CH:11]=[C:10]([C:12]([F:15])([F:14])[F:13])[CH:9]=[CH:8][C:7]=1[C:16]1[CH:21]=[C:20]([CH:22]([CH3:24])[CH3:23])[CH:19]=[CH:18][C:17]=1[O:25][CH3:26], predict the reactants needed to synthesize it. The reactants are: [CH3:1][O:2][C:3](=[O:39])[N:4]([CH2:27][C:28]1[CH:33]=[C:32]([C:34]([F:37])([F:36])[F:35])[CH:31]=[C:30](I)[CH:29]=1)[CH2:5][C:6]1[CH:11]=[C:10]([C:12]([F:15])([F:14])[F:13])[CH:9]=[CH:8][C:7]=1[C:16]1[CH:21]=[C:20]([CH:22]([CH3:24])[CH3:23])[CH:19]=[CH:18][C:17]=1[O:25][CH3:26].[C:40]([Cu])#[N:41].N. (7) Given the product [CH3:32][C:2]1[CH:7]=[CH:6][C:5]2[S:8](=[O:29])(=[O:30])[CH2:9][C:10]3[C:14]([C:15]([N:17]4[CH2:18][CH2:19][O:20][CH2:21][CH2:22]4)=[O:16])=[N:13][N:12]([C:23]4[CH:28]=[CH:27][CH:26]=[CH:25][CH:24]=4)[C:11]=3[C:4]=2[CH:3]=1, predict the reactants needed to synthesize it. The reactants are: Br[C:2]1[CH:7]=[CH:6][C:5]2[S:8](=[O:30])(=[O:29])[CH2:9][C:10]3[C:14]([C:15]([N:17]4[CH2:22][CH2:21][O:20][CH2:19][CH2:18]4)=[O:16])=[N:13][N:12]([C:23]4[CH:28]=[CH:27][CH:26]=[CH:25][CH:24]=4)[C:11]=3[C:4]=2[CH:3]=1.[K+].[CH3:32][B-](F)(F)F.C([O-])([O-])=O.[K+].[K+].COC1C=CC=C(OC)C=1C1C=CC=CC=1P(C1CCCCC1)C1CCCCC1. (8) Given the product [CH3:1][O:2][C:3]1[CH:4]=[C:5]2[C:10](=[CH:11][C:12]=1[O:13][CH3:14])[N:9]=[CH:8][CH:7]=[C:6]2[O:15][C:16]1[CH:22]=[CH:21][C:19]([NH:20][C:24](=[O:26])[O:44][CH:40]([CH2:39][CH2:38][N:37]([CH2:35][CH3:36])[CH2:45][CH3:46])[CH2:41][CH2:42][CH3:43])=[CH:18][CH:17]=1, predict the reactants needed to synthesize it. The reactants are: [CH3:1][O:2][C:3]1[CH:4]=[C:5]2[C:10](=[CH:11][C:12]=1[O:13][CH3:14])[N:9]=[CH:8][CH:7]=[C:6]2[O:15][C:16]1[CH:22]=[CH:21][C:19]([NH2:20])=[CH:18][CH:17]=1.Cl[C:24](Cl)([O:26]C(=O)OC(Cl)(Cl)Cl)Cl.[CH2:35]([N:37]([CH2:45][CH3:46])[CH2:38][CH2:39][CH:40]([OH:44])[CH2:41][CH2:42][CH3:43])[CH3:36].C(=O)(O)[O-].[Na+]. (9) Given the product [F:1][C:2]1[CH:3]=[CH:4][C:5]([CH2:6][N:7]2[CH2:8][CH2:9][N:10]([C:13]([C:15]3[N:20]=[C:19]([C:21]([OH:23])=[O:22])[CH:18]=[CH:17][CH:16]=3)=[O:14])[CH2:11][CH2:12]2)=[CH:25][CH:26]=1, predict the reactants needed to synthesize it. The reactants are: [F:1][C:2]1[CH:26]=[CH:25][C:5]([CH2:6][N:7]2[CH2:12][CH2:11][N:10]([C:13]([C:15]3[N:20]=[C:19]([C:21]([O:23]C)=[O:22])[CH:18]=[CH:17][CH:16]=3)=[O:14])[CH2:9][CH2:8]2)=[CH:4][CH:3]=1.O.[OH-].[Li+].Cl. (10) Given the product [F:24][C:2]([F:1])([F:23])[C:3]1[CH:4]=[C:5]([C:13]2[N:17]=[CH:16][N:15](/[CH:18]=[CH:19]\[C:20]([NH:54][CH2:53][C:52]3[O:48][CH:49]=[N:50][CH:51]=3)=[O:21])[N:14]=2)[CH:6]=[C:7]([C:9]([F:12])([F:11])[F:10])[CH:8]=1, predict the reactants needed to synthesize it. The reactants are: [F:1][C:2]([F:24])([F:23])[C:3]1[CH:4]=[C:5]([C:13]2[N:17]=[CH:16][N:15](/[CH:18]=[CH:19]\[C:20](O)=[O:21])[N:14]=2)[CH:6]=[C:7]([C:9]([F:12])([F:11])[F:10])[CH:8]=1.C1C=CC2N(O)N=NC=2C=1.CCN=C=NCCCN(C)C.Cl.Cl.[O:48]1[C:52]([CH2:53][NH2:54])=[CH:51][N:50]=[CH:49]1.CCN(C(C)C)C(C)C.